From a dataset of NCI-60 drug combinations with 297,098 pairs across 59 cell lines. Regression. Given two drug SMILES strings and cell line genomic features, predict the synergy score measuring deviation from expected non-interaction effect. (1) Synergy scores: CSS=-4.78, Synergy_ZIP=2.03, Synergy_Bliss=-0.486, Synergy_Loewe=-3.54, Synergy_HSA=-3.05. Drug 1: CC1=CC=C(C=C1)C2=CC(=NN2C3=CC=C(C=C3)S(=O)(=O)N)C(F)(F)F. Cell line: OVCAR-5. Drug 2: C(CCl)NC(=O)N(CCCl)N=O. (2) Drug 1: CC(C)NC(=O)C1=CC=C(C=C1)CNNC.Cl. Drug 2: N.N.Cl[Pt+2]Cl. Cell line: HCT-15. Synergy scores: CSS=33.3, Synergy_ZIP=5.04, Synergy_Bliss=4.67, Synergy_Loewe=-1.20, Synergy_HSA=-0.222. (3) Synergy scores: CSS=6.96, Synergy_ZIP=4.10, Synergy_Bliss=13.2, Synergy_Loewe=3.05, Synergy_HSA=4.17. Drug 1: CS(=O)(=O)C1=CC(=C(C=C1)C(=O)NC2=CC(=C(C=C2)Cl)C3=CC=CC=N3)Cl. Drug 2: C1CCC(C1)C(CC#N)N2C=C(C=N2)C3=C4C=CNC4=NC=N3. Cell line: RPMI-8226. (4) Drug 1: CCC1=C2CN3C(=CC4=C(C3=O)COC(=O)C4(CC)O)C2=NC5=C1C=C(C=C5)O. Drug 2: CN(CCCl)CCCl.Cl. Cell line: A549. Synergy scores: CSS=27.0, Synergy_ZIP=-5.54, Synergy_Bliss=-0.615, Synergy_Loewe=-1.46, Synergy_HSA=0.464. (5) Drug 1: COC1=C(C=C2C(=C1)N=CN=C2NC3=CC(=C(C=C3)F)Cl)OCCCN4CCOCC4. Drug 2: CC1=C(N=C(N=C1N)C(CC(=O)N)NCC(C(=O)N)N)C(=O)NC(C(C2=CN=CN2)OC3C(C(C(C(O3)CO)O)O)OC4C(C(C(C(O4)CO)O)OC(=O)N)O)C(=O)NC(C)C(C(C)C(=O)NC(C(C)O)C(=O)NCCC5=NC(=CS5)C6=NC(=CS6)C(=O)NCCC[S+](C)C)O. Cell line: HCT116. Synergy scores: CSS=46.8, Synergy_ZIP=3.69, Synergy_Bliss=3.15, Synergy_Loewe=-25.0, Synergy_HSA=5.49. (6) Drug 1: CCC1=C2CN3C(=CC4=C(C3=O)COC(=O)C4(CC)O)C2=NC5=C1C=C(C=C5)O. Drug 2: CS(=O)(=O)OCCCCOS(=O)(=O)C. Cell line: NCI-H226. Synergy scores: CSS=-3.74, Synergy_ZIP=3.25, Synergy_Bliss=2.01, Synergy_Loewe=2.32, Synergy_HSA=-3.95. (7) Drug 1: C1=CC=C(C=C1)NC(=O)CCCCCCC(=O)NO. Drug 2: CC(C)NC(=O)C1=CC=C(C=C1)CNNC.Cl. Cell line: NCI-H226. Synergy scores: CSS=-2.59, Synergy_ZIP=0.729, Synergy_Bliss=-1.71, Synergy_Loewe=-6.28, Synergy_HSA=-4.56.